Dataset: Forward reaction prediction with 1.9M reactions from USPTO patents (1976-2016). Task: Predict the product of the given reaction. Given the reactants [CH:1]12[CH2:7][CH:4]([CH2:5][CH2:6]1)[CH:3]=[CH:2]2.[CH2:8]=[CH:9][CH:10]=[CH2:11], predict the reaction product. The product is: [CH:1]12[CH2:7][CH:4]([CH:5]3[C:6]1=[CH:11][CH2:10][CH2:9][CH2:8]3)[CH2:3][CH2:2]2.